From a dataset of Full USPTO retrosynthesis dataset with 1.9M reactions from patents (1976-2016). Predict the reactants needed to synthesize the given product. Given the product [CH2:55]1[CH2:45][O:46][C:23]2[CH:24]=[CH:25][C:20]([N:19]([CH2:35][CH:36]([OH:43])[C:37]3[CH:38]=[CH:39][CH:40]=[CH:41][CH:42]=3)[C:14]3[N:13]=[C:12]([NH2:11])[C:17]([F:18])=[CH:16][N:15]=3)=[CH:21][C:22]=2[O:26]1, predict the reactants needed to synthesize it. The reactants are: C1COC2C=CC([NH:11][C:12]3[C:17]([F:18])=[CH:16][N:15]=[C:14]([NH:19][C:20]4[CH:25]=[CH:24][CH:23]=[C:22]([OH:26])[CH:21]=4)[N:13]=3)=CC=2O1.ClC1N=C(N[CH2:35][CH:36]([OH:43])[C:37]2[CH:42]=[CH:41][CH:40]=[CH:39][CH:38]=2)C(F)=CN=1.[CH2:45]1[CH2:55]OC2C=CC(N)=CC=2[O:46]1.